Dataset: Full USPTO retrosynthesis dataset with 1.9M reactions from patents (1976-2016). Task: Predict the reactants needed to synthesize the given product. (1) Given the product [CH2:1]([O:4][P:5]([O:11][CH2:12][C:13]1[C:30]([F:31])=[CH:29][CH:28]=[CH:27][C:14]=1[C:15]([OH:17])=[O:16])([O:7][CH2:8][CH:9]=[CH2:10])=[O:6])[CH:2]=[CH2:3], predict the reactants needed to synthesize it. The reactants are: [CH2:1]([O:4][P:5]([O:11][CH2:12][C:13]1[C:30]([F:31])=[CH:29][CH:28]=[CH:27][C:14]=1[C:15]([O:17]CC1C=CC(OC)=CC=1)=[O:16])([O:7][CH2:8][CH:9]=[CH2:10])=[O:6])[CH:2]=[CH2:3].C1(OC)C=CC=CC=1.FC(F)(F)C(O)=O. (2) Given the product [NH2:48][C:8]1[C:7]2[N:16]=[C:4]([CH2:1][CH2:2][CH3:3])[N:5]([CH2:17][CH2:18][C:19]([NH:21][CH2:22][CH2:23][CH3:24])=[O:20])[C:6]=2[C:15]2[CH:14]=[CH:13][CH:12]=[CH:11][C:10]=2[N:9]=1, predict the reactants needed to synthesize it. The reactants are: [CH2:1]([C:4]1[N:5]([CH2:17][CH2:18][C:19]([NH:21][CH2:22][CH2:23][CH3:24])=[O:20])[C:6]2[C:15]3[CH:14]=[CH:13][CH:12]=[CH:11][C:10]=3[N:9]=[CH:8][C:7]=2[N:16]=1)[CH2:2][CH3:3].C1C=C(Cl)C=C(C(OO)=O)C=1.C1(C)C=CC(S(Cl)(=O)=O)=CC=1.[OH-].[NH4+:48]. (3) Given the product [CH3:48][O:47][C:44]1[CH:45]=[C:46]2[C:41](=[CH:42][CH:43]=1)[NH:40][CH:39]=[C:38]2[CH2:37][CH2:36][CH2:35][N:4]1[CH2:5][CH2:6][N:1]([C:7]2[CH:8]=[CH:9][C:10]([N:13]3[CH:22]=[CH:21][C:20]4[C:15](=[CH:16][CH:17]=[CH:18][CH:19]=4)[C:14]3=[O:23])=[CH:11][CH:12]=2)[CH2:2][CH2:3]1, predict the reactants needed to synthesize it. The reactants are: [N:1]1([C:7]2[CH:12]=[CH:11][C:10]([N:13]3[CH:22]=[CH:21][C:20]4[C:15](=[CH:16][CH:17]=[CH:18][CH:19]=4)[C:14]3=[O:23])=[CH:9][CH:8]=2)[CH2:6][CH2:5][NH:4][CH2:3][CH2:2]1.CC1C=CC(S(O[CH2:35][CH2:36][CH2:37][C:38]2[C:46]3[C:41](=[CH:42][CH:43]=[C:44]([O:47][CH3:48])[CH:45]=3)[NH:40][CH:39]=2)(=O)=O)=CC=1.C(=O)([O-])[O-].[K+].[K+].[I-].[K+]. (4) Given the product [CH2:27]([CH:22]([CH2:23][CH2:24][CH2:25][CH3:26])[CH2:21][N:8]1[C:7]2[C:15](=[CH:16][CH:17]=[C:5]3[CH:4]=[CH:3][CH:2]=[CH:1][C:6]3=2)[C:14]2[C:9]1=[CH:10][CH:11]=[CH:12][CH:13]=2)[CH3:28], predict the reactants needed to synthesize it. The reactants are: [CH:1]1[C:6]2=[C:7]3[C:15](=[CH:16][CH:17]=[C:5]2[CH:4]=[CH:3][CH:2]=1)[C:14]1[C:9](=[CH:10][CH:11]=[CH:12][CH:13]=1)[NH:8]3.[H-].[Na+].Br[CH2:21][CH:22]([CH2:27][CH3:28])[CH2:23][CH2:24][CH2:25][CH3:26].